Dataset: Full USPTO retrosynthesis dataset with 1.9M reactions from patents (1976-2016). Task: Predict the reactants needed to synthesize the given product. (1) Given the product [CH2:20]([C:4]1[CH:3]=[C:2]([OH:25])[CH:7]=[CH:6][C:5]=1[CH:8]1[C:9](=[O:19])[C:10]([CH3:18])([CH3:17])[O:11][C:12]([CH3:16])([CH3:15])[C:13]1=[O:14])[CH3:21], predict the reactants needed to synthesize it. The reactants are: Br[C:2]1[CH:7]=[CH:6][C:5]([CH:8]2[C:13](=[O:14])[C:12]([CH3:16])([CH3:15])[O:11][C:10]([CH3:18])([CH3:17])[C:9]2=[O:19])=[C:4]([CH2:20][CH3:21])[CH:3]=1.N1CCC[C@H]1C(O)=[O:25]. (2) Given the product [Br:12][C:13]1[CH:14]=[C:15]2[C:16](=[CH:17][CH:18]=1)[NH:19][C:20](=[O:22])[CH:21]=[C:23]2[C:25]1[S:26][CH:27]=[CH:28][CH:29]=1, predict the reactants needed to synthesize it. The reactants are: CC(C)([O-])C.[K+].C(O)(C)(C)C.[Br:12][C:13]1[CH:18]=[CH:17][C:16]([NH:19][C:20](=[O:22])[CH3:21])=[C:15]([C:23]([C:25]2[S:26][CH:27]=[CH:28][CH:29]=2)=O)[CH:14]=1.Cl. (3) Given the product [Br:18][C:9]1[S:13][C:12]([C:14]([NH2:16])=[O:15])=[CH:11][CH:10]=1, predict the reactants needed to synthesize it. The reactants are: CC1(C)C(C)(C)OB([C:9]2[S:13][C:12]([C:14]([NH2:16])=[O:15])=[CH:11][CH:10]=2)O1.[Br:18]C1N2C=CN=C2C(NC2C=CC(N3CCN(C)CC3)=CC=2)=NC=1. (4) Given the product [CH3:24][O:25][C:26]1[CH:31]=[C:30]([C:2]2[CH:3]=[C:4]([NH:11][C:12]3[CH:17]=[CH:16][CH:15]=[C:14]([N:18]4[CH2:22][CH2:21][CH2:20][CH:19]4[CH3:23])[N:13]=3)[C:5]3[N:6]([CH:8]=[CH:9][N:10]=3)[N:7]=2)[CH:29]=[CH:28][CH:27]=1, predict the reactants needed to synthesize it. The reactants are: Cl[C:2]1[CH:3]=[C:4]([NH:11][C:12]2[CH:17]=[CH:16][CH:15]=[C:14]([N:18]3[CH2:22][CH2:21][CH2:20][CH:19]3[CH3:23])[N:13]=2)[C:5]2[N:6]([CH:8]=[CH:9][N:10]=2)[N:7]=1.[CH3:24][O:25][C:26]1[CH:27]=[C:28](B(O)O)[CH:29]=[CH:30][CH:31]=1.CC(C1C=C(C(C)C)C(C2C=CC=CC=2P(C2CCCCC2)C2CCCCC2)=C(C(C)C)C=1)C.C([O-])([O-])=O.[Na+].[Na+]. (5) Given the product [Cl:1][C:2]1[CH:3]=[C:4]([C@H:9]([NH:12][C:13](=[O:19])[O:14][C:15]([CH3:17])([CH3:16])[CH3:18])[CH:10]=[O:11])[CH:5]=[CH:6][C:7]=1[F:8], predict the reactants needed to synthesize it. The reactants are: [Cl:1][C:2]1[CH:3]=[C:4]([C@H:9]([NH:12][C:13](=[O:19])[O:14][C:15]([CH3:18])([CH3:17])[CH3:16])[CH2:10][OH:11])[CH:5]=[CH:6][C:7]=1[F:8].C([O-])(O)=O.[Na+].CC(OI1(OC(C)=O)(OC(C)=O)OC(=O)C2C=CC=CC1=2)=O.S(=O)(O)[O-].[Na+]. (6) Given the product [CH3:24][O:18][CH2:17][C:14]1[CH:15]=[CH:16][C:11]([O:10][CH2:9][C:6]2[CH:5]=[CH:4][C:3]([O:2][CH3:1])=[CH:8][CH:7]=2)=[C:12]([N+:19]([O-:21])=[O:20])[CH:13]=1, predict the reactants needed to synthesize it. The reactants are: [CH3:1][O:2][C:3]1[CH:8]=[CH:7][C:6]([CH2:9][O:10][C:11]2[CH:16]=[CH:15][C:14]([CH2:17][OH:18])=[CH:13][C:12]=2[N+:19]([O-:21])=[O:20])=[CH:5][CH:4]=1.IC.[CH3:24][Si](C)(C)[N-][Si](C)(C)C.[K+]. (7) The reactants are: [CH:1](=[O:17])[CH2:2][CH2:3][CH2:4][CH2:5][CH2:6][CH2:7][CH2:8][CH2:9][CH2:10]/[CH:11]=[CH:12]\CCCC.[CH3:18][C:19](OC(C)=O)=[O:20].N1C=CC=CC=1.C(O)CCCCCC/C=C\CCC. Given the product [C:19]([O:17][CH2:1][CH2:2][CH2:3][CH2:4][CH2:5][CH2:6][CH2:7]/[CH:8]=[CH:9]\[CH2:10][CH2:11][CH3:12])(=[O:20])[CH3:18], predict the reactants needed to synthesize it. (8) Given the product [P:34]([OH:37])([OH:36])([OH:35])=[O:33].[CH3:1][C:2]1[N:7]=[C:6]([C:8]2[NH:12][C:11]([CH2:13][C:14]3[CH:15]=[C:16]([CH:20]=[CH:21][CH:22]=3)[C:17]([NH2:19])=[O:18])=[N:10][C:9]=2[C:23]2[CH:24]=[C:25]3[C:30](=[CH:31][CH:32]=2)[N:29]=[CH:28][CH:27]=[CH:26]3)[CH:5]=[CH:4][CH:3]=1, predict the reactants needed to synthesize it. The reactants are: [CH3:1][C:2]1[N:7]=[C:6]([C:8]2[NH:12][C:11]([CH2:13][C:14]3[CH:15]=[C:16]([CH:20]=[CH:21][CH:22]=3)[C:17]([NH2:19])=[O:18])=[N:10][C:9]=2[C:23]2[CH:24]=[C:25]3[C:30](=[CH:31][CH:32]=2)[N:29]=[CH:28][CH:27]=[CH:26]3)[CH:5]=[CH:4][CH:3]=1.[OH:33][P:34]([OH:37])([OH:36])=[O:35]. (9) Given the product [Br:1][C:2]1[C:7](=[O:8])[N:6]([CH3:9])[C:5]([CH3:10])=[C:4]([C:11]([N:18]2[CH2:19][CH2:20][N:15]([CH3:14])[CH2:16][CH2:17]2)=[O:13])[CH:3]=1, predict the reactants needed to synthesize it. The reactants are: [Br:1][C:2]1[C:7](=[O:8])[N:6]([CH3:9])[C:5]([CH3:10])=[C:4]([C:11]([OH:13])=O)[CH:3]=1.[CH3:14][N:15]1[CH2:20][CH2:19][NH:18][CH2:17][CH2:16]1.CCN(CC)CC.